This data is from Forward reaction prediction with 1.9M reactions from USPTO patents (1976-2016). The task is: Predict the product of the given reaction. (1) Given the reactants [C:1]([NH:4][C:5]1[CH:10]=[C:9](Cl)[N:8]=[C:7]([C:12]([O:14][CH3:15])=[O:13])[C:6]=1[Cl:16])(=[O:3])[CH3:2].C([Sn](CCCC)(CCCC)[C:22]([F:24])=[CH2:23])CCC, predict the reaction product. The product is: [C:1]([NH:4][C:5]1[CH:10]=[C:9]([C:22]([F:24])=[CH2:23])[N:8]=[C:7]([C:12]([O:14][CH3:15])=[O:13])[C:6]=1[Cl:16])(=[O:3])[CH3:2]. (2) Given the reactants [OH-].[Na+].[Br:3][C:4]1[CH:5]=[C:6]([NH:10][C:11]2[C:20]3[C:15](=[CH:16][C:17]([O:36][CH3:37])=[C:18]([O:21][CH2:22][CH2:23][N:24]4[CH2:29][CH2:28][N:27]([CH2:30][C:31]([O:33]CC)=[O:32])[CH2:26][CH2:25]4)[CH:19]=3)[N:14]=[CH:13][N:12]=2)[CH:7]=[CH:8][CH:9]=1.Cl.[Cl-].[Na+].C(#N)C.O.FC(F)(F)C(O)=O, predict the reaction product. The product is: [Br:3][C:4]1[CH:5]=[C:6]([NH:10][C:11]2[C:20]3[C:15](=[CH:16][C:17]([O:36][CH3:37])=[C:18]([O:21][CH2:22][CH2:23][N:24]4[CH2:29][CH2:28][N:27]([CH2:30][C:31]([OH:33])=[O:32])[CH2:26][CH2:25]4)[CH:19]=3)[N:14]=[CH:13][N:12]=2)[CH:7]=[CH:8][CH:9]=1. (3) Given the reactants CS(O[CH2:6][CH2:7][C:8]([CH2:25][CH3:26])([C:16]1[CH:21]=[CH:20][CH:19]=[C:18]([N+:22]([O-:24])=[O:23])[CH:17]=1)[CH2:9][CH2:10]OS(C)(=O)=O)(=O)=O.[CH2:27]([NH2:33])[CH2:28][CH2:29][CH2:30][CH2:31][CH3:32], predict the reaction product. The product is: [NH3:22].[CH2:25]([C:8]1([C:16]2[CH:21]=[CH:20][CH:19]=[C:18]([N+:22]([O-:24])=[O:23])[CH:17]=2)[CH2:7][CH2:6][N:33]([CH2:27][CH2:28][CH2:29][CH2:30][CH2:31][CH3:32])[CH2:10][CH2:9]1)[CH3:26]. (4) Given the reactants [NH2:1][C:2]1[CH:7]=[CH:6][C:5](I)=[C:4]([C:9]([O:11]CCCCC)=O)[N:3]=1.[N:17]1([S:22]([C:25]2[CH:30]=[CH:29][C:28]([SH:31])=[CH:27][CH:26]=2)(=[O:24])=[O:23])[CH2:21][CH2:20][CH2:19][CH2:18]1.[Cl:32][C:33]1[CH:38]=[C:37]([Cl:39])[CH:36]=[CH:35][C:34]=1[S:40](Cl)(=[O:42])=[O:41].[CH2:44]([Mg]Cl)[CH2:45][CH3:46], predict the reaction product. The product is: [C:9]([C:4]1[N:3]=[C:2]([NH:1][S:40]([C:34]2[CH:35]=[CH:36][C:37]([Cl:39])=[CH:38][C:33]=2[Cl:32])(=[O:42])=[O:41])[CH:7]=[CH:6][C:5]=1[S:31][C:28]1[CH:29]=[CH:30][C:25]([S:22]([N:17]2[CH2:18][CH2:19][CH2:20][CH2:21]2)(=[O:24])=[O:23])=[CH:26][CH:27]=1)(=[O:11])[CH2:44][CH2:45][CH3:46]. (5) Given the reactants C(N(CC)C(C)C)(C)C.Cl[C:11]1[C:20]2[C:15](=[CH:16][CH:17]=[C:18]([CH3:21])[CH:19]=2)[N:14]=[C:13]([S:22][CH3:23])[N:12]=1.C[C:25]1[CH:30]=[CH:29][C:28]([N:31]([C:33]([O:35][CH2:36][CH3:37])=[O:34])[NH2:32])=[CH:27][CH:26]=1, predict the reaction product. The product is: [CH3:21][C:18]1[CH:19]=[C:20]2[C:15](=[CH:16][CH:17]=1)[N:14]=[C:13]([S:22][CH3:23])[NH:12][C:11]2=[N:32][N:31]([C:28]1[CH:29]=[CH:30][CH:25]=[CH:26][CH:27]=1)[C:33]([O:35][CH2:36][CH3:37])=[O:34]. (6) Given the reactants [F:1][C:2]([F:28])([F:27])[CH:3]1[CH2:8][CH2:7][CH:6]([O:9][C:10](=[O:26])[N:11]([C@H:13]2[C@H:17]([C:18]3[CH:23]=[CH:22][C:21]([Cl:24])=[C:20]([Cl:25])[CH:19]=3)[CH2:16][NH:15][CH2:14]2)[CH3:12])[CH2:5][CH2:4]1.[C:29]([C:31]1[CH:32]=[CH:33][C:34]([N:37]2[CH2:42][CH2:41][CH:40]([C:43](O)=[O:44])[CH2:39][CH2:38]2)=[N:35][CH:36]=1)#[N:30], predict the reaction product. The product is: [F:28][C:2]([F:1])([F:27])[CH:3]1[CH2:8][CH2:7][CH:6]([O:9][C:10](=[O:26])[N:11]([C@H:13]2[C@H:17]([C:18]3[CH:23]=[CH:22][C:21]([Cl:24])=[C:20]([Cl:25])[CH:19]=3)[CH2:16][N:15]([C:43]([CH:40]3[CH2:39][CH2:38][N:37]([C:34]4[CH:33]=[CH:32][C:31]([C:29]#[N:30])=[CH:36][N:35]=4)[CH2:42][CH2:41]3)=[O:44])[CH2:14]2)[CH3:12])[CH2:5][CH2:4]1. (7) Given the reactants [OH:1][B:2]1[C:6]2[CH:7]=[C:8]([NH:11][C:12](=[O:34])[C@H:13]([NH:26]C(=O)OC(C)(C)C)[CH2:14][CH2:15][C:16]3[CH:21]=[CH:20][C:19]([C:22]([F:25])([F:24])[F:23])=[CH:18][CH:17]=3)[CH:9]=[CH:10][C:5]=2[C:4]([CH3:36])([CH3:35])[O:3]1, predict the reaction product. The product is: [NH2:26][C@H:13]([CH2:14][CH2:15][C:16]1[CH:17]=[CH:18][C:19]([C:22]([F:24])([F:25])[F:23])=[CH:20][CH:21]=1)[C:12]([NH:11][C:8]1[CH:9]=[CH:10][C:5]2[C:4]([CH3:36])([CH3:35])[O:3][B:2]([OH:1])[C:6]=2[CH:7]=1)=[O:34]. (8) Given the reactants [F:1][C:2]1[CH:7]=[CH:6][CH:5]=[C:4]([F:8])[C:3]=1[N:9]1[C:14]2[N:15]=[C:16]([NH:27][CH2:28][C:29]([NH:31][CH2:32][CH2:33][O:34]C)=[O:30])[N:17]=[C:18]([C:19]3[CH:24]=[CH:23][C:22]([F:25])=[CH:21][C:20]=3[CH3:26])[C:13]=2[CH:12]=[CH:11][C:10]1=[O:36].B(Br)(Br)Br.O, predict the reaction product. The product is: [F:1][C:2]1[CH:7]=[CH:6][CH:5]=[C:4]([F:8])[C:3]=1[N:9]1[C:14]2[N:15]=[C:16]([NH:27][CH2:28][C:29]([NH:31][CH2:32][CH2:33][OH:34])=[O:30])[N:17]=[C:18]([C:19]3[CH:24]=[CH:23][C:22]([F:25])=[CH:21][C:20]=3[CH3:26])[C:13]=2[CH:12]=[CH:11][C:10]1=[O:36].